From a dataset of Full USPTO retrosynthesis dataset with 1.9M reactions from patents (1976-2016). Predict the reactants needed to synthesize the given product. Given the product [F:1][C:2]1[CH:3]=[C:4]([CH2:8][C:9]([O:11][CH2:17][CH3:18])=[O:10])[CH:5]=[CH:6][CH:7]=1, predict the reactants needed to synthesize it. The reactants are: [F:1][C:2]1[CH:3]=[C:4]([CH2:8][C:9]([OH:11])=[O:10])[CH:5]=[CH:6][CH:7]=1.OS(O)(=O)=O.[CH2:17](O)[CH3:18].